Dataset: Forward reaction prediction with 1.9M reactions from USPTO patents (1976-2016). Task: Predict the product of the given reaction. (1) Given the reactants [F:1][C:2]([F:11])([F:10])[C:3]1[CH:4]=[C:5]([CH:7]=[CH:8][CH:9]=1)[NH2:6].Cl[C:13]1[C:22]2[C:21](=[O:23])[NH:20][CH:19]=[N:18][C:17]=2[CH:16]=[C:15]([Cl:24])[N:14]=1, predict the reaction product. The product is: [Cl:24][C:15]1[N:14]=[C:13]([NH:6][C:5]2[CH:7]=[CH:8][CH:9]=[C:3]([C:2]([F:10])([F:11])[F:1])[CH:4]=2)[C:22]2[C:21](=[O:23])[NH:20][CH:19]=[N:18][C:17]=2[CH:16]=1. (2) Given the reactants [OH:1]/[N:2]=[C:3](\Cl)/[C:4]1[CH:15]=[CH:14][C:7]2[B:8]([OH:13])[O:9][C:10]([CH3:12])([CH3:11])[C:6]=2[CH:5]=1.[Cl:17][C:18]1[CH:23]=[C:22]([C:24]([C:26]([F:29])([F:28])[F:27])=[CH2:25])[CH:21]=[C:20]([Cl:30])[C:19]=1[O:31][CH2:32][C:33]([F:36])([F:35])[F:34].CC(=O)OCC, predict the reaction product. The product is: [Cl:17][C:18]1[CH:23]=[C:22]([C:24]2([C:26]([F:29])([F:27])[F:28])[O:1][N:2]=[C:3]([C:4]3[CH:15]=[CH:14][C:7]4[B:8]([OH:13])[O:9][C:10]([CH3:12])([CH3:11])[C:6]=4[CH:5]=3)[CH2:25]2)[CH:21]=[C:20]([Cl:30])[C:19]=1[O:31][CH2:32][C:33]([F:34])([F:36])[F:35]. (3) Given the reactants Cl[C:2]1[CH:7]=[C:6]([Cl:8])[N:5]=[N:4][C:3]=1[C:9]([O:11][CH2:12][CH3:13])=[O:10].[CH3:14][C:15]1[CH:16]=[CH:17][C:18]([NH2:22])=[N:19][C:20]=1[CH3:21], predict the reaction product. The product is: [Cl:8][C:6]1[N:5]=[N:4][C:3]([C:9]([O:11][CH2:12][CH3:13])=[O:10])=[C:2]([NH:22][C:18]2[CH:17]=[CH:16][C:15]([CH3:14])=[C:20]([CH3:21])[N:19]=2)[CH:7]=1. (4) Given the reactants [CH3:1][C:2]([O:9][C:10]1[CH:15]=[CH:14][C:13]([O:16][CH:17]([C:22]2[CH:27]=[CH:26][CH:25]=[C:24]([C:28]3[CH:33]=[CH:32][C:31]([C:34]([F:37])([F:36])[F:35])=[CH:30][CH:29]=3)[N:23]=2)[CH2:18][CH2:19][CH2:20][CH3:21])=[CH:12][C:11]=1[CH3:38])([CH3:8])[C:3]([O:5]CC)=[O:4].O.[OH-].[Na+].Cl, predict the reaction product. The product is: [NH3:23].[CH3:1][C:2]([O:9][C:10]1[CH:15]=[CH:14][C:13]([O:16][CH:17]([C:22]2[CH:27]=[CH:26][CH:25]=[C:24]([C:28]3[CH:29]=[CH:30][C:31]([C:34]([F:37])([F:36])[F:35])=[CH:32][CH:33]=3)[N:23]=2)[CH2:18][CH2:19][CH2:20][CH3:21])=[CH:12][C:11]=1[CH3:38])([CH3:8])[C:3]([OH:5])=[O:4].